Dataset: Reaction yield outcomes from USPTO patents with 853,638 reactions. Task: Predict the reaction yield, written as a fraction of the theoretical maximum amount of product (1.0 means a 100% yield; for example, 0.34 means a 34% yield). The reactants are [F:1][C:2]([F:17])([F:16])[C:3]([NH:5][C:6]1[CH:7]=[CH:8][CH:9]=[C:10]2[C:15]=1[N:14]=[CH:13][CH:12]=[CH:11]2)=[O:4].[Cl:18][S:19](O)(=[O:21])=[O:20]. The catalyst is CCOC(C)=O. The product is [F:17][C:2]([F:1])([F:16])[C:3]([NH:5][C:6]1[C:15]2[N:14]=[CH:13][CH:12]=[CH:11][C:10]=2[C:9]([S:19]([Cl:18])(=[O:21])=[O:20])=[CH:8][CH:7]=1)=[O:4]. The yield is 0.310.